Dataset: Catalyst prediction with 721,799 reactions and 888 catalyst types from USPTO. Task: Predict which catalyst facilitates the given reaction. (1) Reactant: [CH3:1][CH2:2][O:3][C:4]([C@H:6]1[CH2:10][CH2:9][C:8](=[O:11])[N:7]1[C:12]([O:14][C:15]([CH3:18])([CH3:17])[CH3:16])=[O:13])=[O:5].O.[F:20][C:21]1[CH:22]=[C:23]([Mg]Br)[CH:24]=[C:25]([F:27])[CH:26]=1. Product: [C:15]([O:14][C:12]([NH:7][C@H:6]([CH2:10][CH2:9][C:8]([C:23]1[CH:22]=[C:21]([F:20])[CH:26]=[C:25]([F:27])[CH:24]=1)=[O:11])[C:4]([O:3][CH2:2][CH3:1])=[O:5])=[O:13])([CH3:18])([CH3:17])[CH3:16]. The catalyst class is: 7. (2) Reactant: [CH3:1][C:2]1[CH:10]=[CH:9][C:8]([N:11]([CH3:20])[S:12]([C:15]2[S:16][CH:17]=[CH:18][CH:19]=2)(=[O:14])=[O:13])=[C:7]2[C:3]=1[CH:4]=[C:5]([C:21](=[S:23])[NH2:22])[NH:6]2.[C:24]([O:29][CH2:30][CH3:31])(=[O:28])[C:25]#[C:26][CH3:27].C(P(CCCC)CCCC)CCC.O1CCCC1. Product: [CH3:1][C:2]1[CH:10]=[CH:9][C:8]([N:11]([CH3:20])[S:12]([C:15]2[S:16][CH:17]=[CH:18][CH:19]=2)(=[O:14])=[O:13])=[C:7]2[C:3]=1[CH:4]=[C:5]([C:21]1[S:23][CH:26]([CH2:25][C:24]([O:29][CH2:30][CH3:31])=[O:28])[CH2:27][N:22]=1)[NH:6]2. The catalyst class is: 11. (3) Reactant: [NH2:1][C:2](=[O:38])[CH:3]([OH:37])[CH:4]([NH:12][C:13](=[O:36])[C:14]1[CH:19]=[CH:18][CH:17]=[N:16][C:15]=1[N:20]1[CH:35]=[C:23]2[CH2:24][N:25]([CH2:28][C:29]3[CH:34]=[CH:33][CH:32]=[CH:31][CH:30]=3)[CH2:26][CH2:27][C:22]2=[N:21]1)[CH2:5][C:6]1[CH:11]=[CH:10][CH:9]=[CH:8][CH:7]=1.C(Cl)CCl.ClC(Cl)C(O)=O.C([O-])(O)=O.[Na+]. Product: [NH2:1][C:2](=[O:38])[C:3](=[O:37])[CH:4]([NH:12][C:13](=[O:36])[C:14]1[CH:19]=[CH:18][CH:17]=[N:16][C:15]=1[N:20]1[CH:35]=[C:23]2[CH2:24][N:25]([CH2:28][C:29]3[CH:30]=[CH:31][CH:32]=[CH:33][CH:34]=3)[CH2:26][CH2:27][C:22]2=[N:21]1)[CH2:5][C:6]1[CH:11]=[CH:10][CH:9]=[CH:8][CH:7]=1. The catalyst class is: 550. (4) Product: [NH2:13][C:12]1[N:8]([C:4]2[N:5]=[CH:6][N:7]=[C:2]([NH:15][CH3:14])[CH:3]=2)[N:9]=[CH:10][N:11]=1. The catalyst class is: 5. Reactant: Cl[C:2]1[N:7]=[CH:6][N:5]=[C:4]([N:8]2[C:12]([NH2:13])=[N:11][CH:10]=[N:9]2)[CH:3]=1.[CH3:14][NH2:15]. (5) Reactant: [Br:1][C:2]1[CH:3]=[C:4]([C:17]([F:20])([F:19])[F:18])[C:5]2[N:6]([C:8]([N+:14]([O-:16])=[O:15])=[C:9]([C:11]([OH:13])=O)[N:10]=2)[CH:7]=1.[S:21]1[CH:25]=[CH:24][CH:23]=[C:22]1[CH2:26][NH2:27].CN(C(ON1N=NC2C=CC=NC1=2)=[N+](C)C)C.F[P-](F)(F)(F)(F)F.C(N(C(C)C)CC)(C)C. Product: [S:21]1[CH:25]=[CH:24][CH:23]=[C:22]1[CH2:26][NH:27][C:11]([C:9]1[N:10]=[C:5]2[C:4]([C:17]([F:20])([F:19])[F:18])=[CH:3][C:2]([Br:1])=[CH:7][N:6]2[C:8]=1[N+:14]([O-:16])=[O:15])=[O:13]. The catalyst class is: 31. (6) Reactant: C(N(CC)C(C)C)(C)C.[Cl:10][C:11]1[N:12]=[CH:13][C:14]([C:17]([OH:19])=O)=[N:15][CH:16]=1.F[P-](F)(F)(F)(F)F.C[N+](C)=C(N(C)C)ON1C2N=CC=CC=2N=N1.[F:44][C:45]([F:50])([F:49])[C@@H:46]([NH2:48])[CH3:47].C([O-])(O)=O.[Na+]. Product: [Cl:10][C:11]1[N:12]=[CH:13][C:14]([C:17]([NH:48][C@@H:46]([CH3:47])[C:45]([F:50])([F:49])[F:44])=[O:19])=[N:15][CH:16]=1. The catalyst class is: 2.